This data is from Reaction yield outcomes from USPTO patents with 853,638 reactions. The task is: Predict the reaction yield, written as a fraction of the theoretical maximum amount of product (1.0 means a 100% yield; for example, 0.34 means a 34% yield). (1) The reactants are C([O:3][C:4](=[O:45])[CH:5]([O:7][P:8]([CH2:17][CH2:18][NH:19][C:20]([C:22]1[C:23]2[CH:24]=[CH:25][CH:26]=[N:27][C:28]=2[C:29]([OH:44])=[C:30]2[C:34](=[O:35])[N:33]([CH2:36][C:37]3[CH:42]=[CH:41][C:40]([F:43])=[CH:39][CH:38]=3)[CH2:32][C:31]=12)=[O:21])([O:10]C1C=CC=CC=1)=[O:9])[CH3:6])C.O.[OH-].[Na+]. The catalyst is C(#N)C. The product is [F:43][C:40]1[CH:39]=[CH:38][C:37]([CH2:36][N:33]2[C:34](=[O:35])[C:30]3[C:31](=[C:22]([C:20]([NH:19][CH2:18][CH2:17][P:8]([OH:10])([O:7][CH:5]([CH3:6])[C:4]([OH:45])=[O:3])=[O:9])=[O:21])[C:23]4[CH:24]=[CH:25][CH:26]=[N:27][C:28]=4[C:29]=3[OH:44])[CH2:32]2)=[CH:42][CH:41]=1. The yield is 0.600. (2) The reactants are [NH2:1][C:2]1[N:3]([CH3:21])[C:4](=[O:20])[C@:5]2([N:19]=1)[C:14]1[C:9](=[CH:10][CH:11]=[C:12](Br)[CH:13]=1)[CH2:8][C@@:7]([CH2:17][OH:18])([CH3:16])[CH2:6]2.[Cl:22][C:23]1[CH:24]=[C:25](B(O)O)[CH:26]=[N:27][CH:28]=1. No catalyst specified. The product is [NH2:1][C:2]1[N:3]([CH3:21])[C:4](=[O:20])[C@:5]2([N:19]=1)[C:14]1[C:9](=[CH:10][CH:11]=[C:12]([C:25]3[CH:26]=[N:27][CH:28]=[C:23]([Cl:22])[CH:24]=3)[CH:13]=1)[CH2:8][C@@:7]([CH2:17][OH:18])([CH3:16])[CH2:6]2. The yield is 0.310. (3) The reactants are [CH3:1][O:2][C:3]([CH3:11])([CH2:8][CH2:9][CH3:10])[C:4](OC)=[O:5].C(N(CC)CC)C.N1C=CC=CC=1.S(=O)(=O)=O.OP(O)(O)=O. The catalyst is ClCCl.CS(C)=O. The product is [CH3:1][O:2][C@@:3]([CH3:11])([CH2:8][CH2:9][CH3:10])[CH:4]=[O:5]. The yield is 0.978. (4) The reactants are [CH2:1]([C:8]([OH:10])=[O:9])[C:2]([CH2:4]C(O)=O)=[O:3].[C:11](OC(=O)C)(=[O:13])C. The catalyst is C(O)(=O)C. The product is [CH3:4][C:2]([CH:1]1[C:8](=[O:9])[O:10][C:11]1=[O:13])=[O:3]. The yield is 0.860. (5) The reactants are [F:1][C:2]1[CH:10]=[CH:9][C:5]([C:6](Cl)=[O:7])=[CH:4][CH:3]=1.[NH2:11][C:12]1[S:16][C:15]([NH:17][C:18]2[CH:19]=[C:20]3[C:25](=[CH:26][CH:27]=2)[N:24]=[CH:23][CH:22]=[CH:21]3)=[N:14][C:13]=1[C:28]([NH2:30])=[O:29]. The catalyst is N1C=CC=CC=1.CN(C1C=CN=CC=1)C. The product is [F:1][C:2]1[CH:10]=[CH:9][C:5]([C:6]([NH:11][C:12]2[S:16][C:15]([NH:17][C:18]3[CH:19]=[C:20]4[C:25](=[CH:26][CH:27]=3)[N:24]=[CH:23][CH:22]=[CH:21]4)=[N:14][C:13]=2[C:28]([NH2:30])=[O:29])=[O:7])=[CH:4][CH:3]=1. The yield is 0.420. (6) The reactants are [F:1][C:2]1[C:11]2[CH:12]([CH2:14][NH:15][CH2:16][CH2:17][C@H:18]3[O:22][C:21](=[O:23])[N:20]([C:24]4[CH:25]=[CH:26][C:27]5[O:32][CH2:31][C:30](=[O:33])[NH:29][C:28]=5[CH:34]=4)[CH2:19]3)[CH2:13][N:9]3[C:10]=2[C:5]([CH:6]=[CH:7][C:8]3=[O:35])=[CH:4][CH:3]=1. The catalyst is CO.CC(O)=O.[Pd]. The product is [F:1][C:2]1[C:11]2[CH:12]([CH2:14][NH:15][CH2:16][CH2:17][C@@H:18]3[O:22][C:21](=[O:23])[N:20]([C:24]4[CH:25]=[CH:26][C:27]5[O:32][CH2:31][C:30](=[O:33])[NH:29][C:28]=5[CH:34]=4)[CH2:19]3)[CH2:13][N:9]3[C:10]=2[C:5]([CH2:6][CH2:7][C:8]3=[O:35])=[CH:4][CH:3]=1. The yield is 0.750. (7) The yield is 1.00. The reactants are [CH2:1]([O:8][C:9]([NH:11][C@H](C(O)=O)CC(C)C)=[O:10])[C:2]1[CH:7]=[CH:6][CH:5]=[CH:4][CH:3]=1.C[N:21]1[CH2:26][CH2:25][O:24]CC1.ClC(O[CH2:31][CH:32]([CH3:34])[CH3:33])=O. The catalyst is C1COCC1. The product is [CH2:1]([O:8][C:9]([NH:11][C:25](=[O:24])[C@H:26]([CH2:31][CH:32]([CH3:34])[CH3:33])[NH2:21])=[O:10])[C:2]1[CH:7]=[CH:6][CH:5]=[CH:4][CH:3]=1. (8) The reactants are C(OC(=O)[NH:7][C:8]1[CH:13]=[CH:12][CH:11]=[C:10]([N:14]([S:22]([C:25]2[CH:30]=[CH:29][CH:28]=[CH:27][CH:26]=2)(=[O:24])=[O:23])[CH2:15][C:16]2[CH:21]=[CH:20][CH:19]=[CH:18][CH:17]=2)[CH:9]=1)(C)(C)C.FC(F)(F)C(O)=O. The catalyst is ClCCl.O. The product is [NH2:7][C:8]1[CH:9]=[C:10]([N:14]([CH2:15][C:16]2[CH:17]=[CH:18][CH:19]=[CH:20][CH:21]=2)[S:22]([C:25]2[CH:30]=[CH:29][CH:28]=[CH:27][CH:26]=2)(=[O:24])=[O:23])[CH:11]=[CH:12][CH:13]=1. The yield is 0.990. (9) The reactants are C(O)C=C.[CH3:5][CH2:6][Mg+].[Br-].[CH2:9]([C:12]1[C:17]2[C:18](=[O:24])[O:19][C:20](C)(C)[O:21][C:16]=2[CH:15]=[CH:14][CH:13]=1)[CH:10]=[CH2:11].[NH4+].[Cl-]. The catalyst is C1COCC1.O.C(OCC)C. The product is [CH2:9]([C:12]1[C:17]([C:18]([O:19][CH2:20][CH:6]=[CH2:5])=[O:24])=[C:16]([OH:21])[CH:15]=[CH:14][CH:13]=1)[CH:10]=[CH2:11]. The yield is 0.900. (10) The reactants are [C:1]([O:5][C:6](=[O:19])[NH:7][CH2:8][C:9]([N:11]1[CH2:15][CH2:14][CH2:13][C@H:12]1[C:16](=O)[NH2:17])=[O:10])([CH3:4])([CH3:3])[CH3:2].N1C=CN=C1.P(Cl)(Cl)(Cl)=O. The catalyst is N1C=CC=CC=1. The product is [C:1]([O:5][C:6](=[O:19])[NH:7][CH2:8][C:9]([N:11]1[CH2:15][CH2:14][CH2:13][C@H:12]1[C:16]#[N:17])=[O:10])([CH3:4])([CH3:2])[CH3:3]. The yield is 0.849.